Dataset: Peptide-MHC class II binding affinity with 134,281 pairs from IEDB. Task: Regression. Given a peptide amino acid sequence and an MHC pseudo amino acid sequence, predict their binding affinity value. This is MHC class II binding data. (1) The peptide sequence is SRCYSIYLSINGVLE. The MHC is H-2-IAb with pseudo-sequence H-2-IAb. The binding affinity (normalized) is 0.108. (2) The peptide sequence is GELSIVDKIDAAFKI. The MHC is DRB1_0401 with pseudo-sequence DRB1_0401. The binding affinity (normalized) is 0.513. (3) The peptide sequence is SGTVDFDEFMEMMTG. The MHC is HLA-DQA10501-DQB10301 with pseudo-sequence HLA-DQA10501-DQB10301. The binding affinity (normalized) is 0.130. (4) The peptide sequence is SVLSVKLAGNSSLCSTSG. The MHC is DRB1_0101 with pseudo-sequence DRB1_0101. The binding affinity (normalized) is 0.135. (5) The peptide sequence is DYHWLRTVRTTKESL. The MHC is DRB1_0701 with pseudo-sequence DRB1_0701. The binding affinity (normalized) is 0.515. (6) The peptide sequence is INEPTAAAIAYGLDI. The MHC is HLA-DQA10102-DQB10602 with pseudo-sequence HLA-DQA10102-DQB10602. The binding affinity (normalized) is 0.840. (7) The peptide sequence is EIGWEAGTAAPDEIP. The MHC is HLA-DPA10301-DPB10402 with pseudo-sequence HLA-DPA10301-DPB10402. The binding affinity (normalized) is 0.349. (8) The peptide sequence is SLINSMKTSFSSRLL. The MHC is DRB1_0405 with pseudo-sequence DRB1_0405. The binding affinity (normalized) is 0.659. (9) The peptide sequence is KGKSAWYVDTEIINE. The MHC is DRB4_0101 with pseudo-sequence DRB4_0103. The binding affinity (normalized) is 0.102.